Dataset: Forward reaction prediction with 1.9M reactions from USPTO patents (1976-2016). Task: Predict the product of the given reaction. (1) Given the reactants [C:1]([NH:5][C:6]([C:8]1[C:16]2[C:11](=[N:12][CH:13]=[C:14]([N:17]3[C:25]4[C:20](=[CH:21][C:22]([C:26]([F:29])([F:28])[F:27])=[CH:23][CH:24]=4)[CH:19]=[N:18]3)[N:15]=2)[N:10](COCC[Si](C)(C)C)[CH:9]=1)=[O:7])([CH3:4])([CH3:3])[CH3:2].FC(F)(F)C(O)=O, predict the reaction product. The product is: [C:1]([NH:5][C:6]([C:8]1[C:16]2[C:11](=[N:12][CH:13]=[C:14]([N:17]3[C:25]4[C:20](=[CH:21][C:22]([C:26]([F:27])([F:29])[F:28])=[CH:23][CH:24]=4)[CH:19]=[N:18]3)[N:15]=2)[NH:10][CH:9]=1)=[O:7])([CH3:4])([CH3:2])[CH3:3]. (2) Given the reactants [CH:1]([C@H:4]1[CH2:9][CH2:8][C@H:7]([NH:10][C:11]2[C:20]3[C:15](=[CH:16][CH:17]=[CH:18][CH:19]=3)[C:14]([CH2:21][C:22]3[CH:27]=[CH:26][N:25]=[C:24]([O:28]C)[CH:23]=3)=[N:13][N:12]=2)[CH2:6][CH2:5]1)([CH3:3])[CH3:2].C([C@H]1CC[C@H](N)CC1)(C)C.C1C2C(=CC=CC=2)C=NN=1.N, predict the reaction product. The product is: [CH:1]([C@H:4]1[CH2:5][CH2:6][C@H:7]([NH:10][C:11]2[C:20]3[C:15](=[CH:16][CH:17]=[CH:18][CH:19]=3)[C:14]([CH2:21][C:22]3[CH:27]=[CH:26][N:25]=[C:24]([OH:28])[CH:23]=3)=[N:13][N:12]=2)[CH2:8][CH2:9]1)([CH3:3])[CH3:2]. (3) Given the reactants [NH:1]([C:15]([O:17][C:18]([CH3:21])([CH3:20])[CH3:19])=[O:16])[C@H:2]([C:12]([OH:14])=O)[CH2:3][CH2:4][C:5](=[O:11])[O:6][C:7]([CH3:10])([CH3:9])[CH3:8].C1C=CC2N(O)N=NC=2C=1.[CH3:32][C:33]1[CH:34]=[C:35]([N:40]2[CH2:45][CH2:44][NH:43][CH2:42][CH2:41]2)[CH:36]=[C:37]([CH3:39])[CH:38]=1.CCN(C(C)C)C(C)C, predict the reaction product. The product is: [C:7]([O:6][C:5](=[O:11])[CH2:4][CH2:3][C@H:2]([NH:1][C:15]([O:17][C:18]([CH3:21])([CH3:20])[CH3:19])=[O:16])[C:12]([N:43]1[CH2:44][CH2:45][N:40]([C:35]2[CH:36]=[C:37]([CH3:39])[CH:38]=[C:33]([CH3:32])[CH:34]=2)[CH2:41][CH2:42]1)=[O:14])([CH3:8])([CH3:9])[CH3:10]. (4) The product is: [Br:12][CH2:13][CH2:14][CH2:15][CH2:16][N:2]1[CH2:3][CH2:4][C:5]2[C:10](=[CH:9][CH:8]=[CH:7][CH:6]=2)[C:1]1=[O:11]. Given the reactants [C:1]1(=[O:11])[C:10]2[C:5](=[CH:6][CH:7]=[CH:8][CH:9]=2)[CH2:4][CH2:3][NH:2]1.[Br:12][CH2:13][CH2:14][CH2:15][CH2:16]Br, predict the reaction product.